From a dataset of Forward reaction prediction with 1.9M reactions from USPTO patents (1976-2016). Predict the product of the given reaction. (1) Given the reactants Br[C:2]1[CH:3]=[CH:4][CH:5]=[C:6]2[C:10]=1[NH:9][C:8]([C:11]([O:13][CH2:14][CH3:15])=[O:12])=[CH:7]2.[CH3:16][N:17]1[CH:21]=[C:20](B2OC(C)(C)C(C)(C)O2)[CH:19]=[N:18]1.[O-]P([O-])([O-])=O.[K+].[K+].[K+], predict the reaction product. The product is: [CH3:16][N:17]1[CH:21]=[C:20]([C:2]2[CH:3]=[CH:4][CH:5]=[C:6]3[C:10]=2[NH:9][C:8]([C:11]([O:13][CH2:14][CH3:15])=[O:12])=[CH:7]3)[CH:19]=[N:18]1. (2) Given the reactants [CH2:1]([C:3]1[CH:8]=[CH:7][C:6]([OH:9])=[CH:5][C:4]=1[CH:10]1[C:15](=[O:16])[C:14]([CH3:18])([CH3:17])[O:13][C:12]([CH3:20])([CH3:19])[C:11]1=[O:21])[CH3:2].F[C:23]1[CH:28]=[CH:27][CH:26]=[C:25]([C:29]([F:32])([F:31])[F:30])[N:24]=1.C(=O)([O-])[O-].[K+].[K+].Cl, predict the reaction product. The product is: [CH2:1]([C:3]1[CH:8]=[CH:7][C:6]([O:9][C:23]2[CH:28]=[CH:27][CH:26]=[C:25]([C:29]([F:32])([F:31])[F:30])[N:24]=2)=[CH:5][C:4]=1[CH:10]1[C:15](=[O:16])[C:14]([CH3:18])([CH3:17])[O:13][C:12]([CH3:20])([CH3:19])[C:11]1=[O:21])[CH3:2]. (3) The product is: [CH3:16][C:9]1[C:10]([O:12][CH:13]([CH3:15])[CH3:14])=[CH:11][C:2]([C:22]2[CH:21]=[N:20][N:19]([CH3:18])[CH:23]=2)=[C:3]2[C:8]=1[C:7](=[O:17])[NH:6][CH:5]=[CH:4]2. Given the reactants Br[C:2]1[CH:11]=[C:10]([O:12][CH:13]([CH3:15])[CH3:14])[C:9]([CH3:16])=[C:8]2[C:3]=1[CH:4]=[CH:5][NH:6][C:7]2=[O:17].[CH3:18][N:19]1[CH:23]=[C:22](B2OC(C)(C)C(C)(C)O2)[CH:21]=[N:20]1, predict the reaction product. (4) Given the reactants O[C:2]1[C:3]2[N:11]=[CH:10][CH:9]=[C:8]([C:12]([NH2:14])=[O:13])[C:4]=2[N:5]=[CH:6][N:7]=1.Cl.Cl.[N:17]1([CH2:21][C@H:22]([C:24]2[CH:29]=[CH:28][C:27]([Cl:30])=[C:26]([C:31]([F:34])([F:33])[F:32])[CH:25]=2)[NH2:23])[CH2:20][CH2:19][CH2:18]1, predict the reaction product. The product is: [N:17]1([CH2:21][C@@H:22]([NH:23][C:2]2[C:3]3[N:11]=[CH:10][CH:9]=[C:8]([C:12]([NH2:14])=[O:13])[C:4]=3[N:5]=[CH:6][N:7]=2)[C:24]2[CH:29]=[CH:28][C:27]([Cl:30])=[C:26]([C:31]([F:32])([F:33])[F:34])[CH:25]=2)[CH2:20][CH2:19][CH2:18]1. (5) Given the reactants [O:1]1[CH2:3][C@H:2]1[CH2:4][O:5][C:6]1[C:14]2[C:10](=[N:11][C:12](=[O:15])[N:13]=2)[CH:9]=[CH:8][CH:7]=1.[NH2:16][CH2:17][CH:18]1[CH2:23][CH2:22][N:21]([CH2:24][CH2:25][C:26]([F:29])([F:28])[F:27])[CH2:20][CH2:19]1, predict the reaction product. The product is: [OH:1][C@@H:2]([CH2:3][NH:16][CH2:17][CH:18]1[CH2:23][CH2:22][N:21]([CH2:24][CH2:25][C:26]([F:29])([F:27])[F:28])[CH2:20][CH2:19]1)[CH2:4][O:5][C:6]1[C:14]2[NH:13][C:12](=[O:15])[NH:11][C:10]=2[CH:9]=[CH:8][CH:7]=1. (6) Given the reactants [CH2:1]([S:3]([N:6]1[CH2:11][CH2:10][CH:9]([C:12]2[C:20]3[C:15](=[C:16]([C:33]([NH2:35])=[O:34])[CH:17]=[C:18]([C:21]4[CH:22]=[C:23]5[C:27](=[CH:28][CH:29]=4)[CH2:26][N:25]([CH:30]([CH3:32])C)[CH2:24]5)[CH:19]=3)[NH:14][CH:13]=2)[CH2:8][CH2:7]1)(=[O:5])=[O:4])[CH3:2].[CH3:36][C:37](=O)C, predict the reaction product. The product is: [CH:32]1([CH2:30][N:25]2[CH2:24][C:23]3[C:27](=[CH:28][CH:29]=[C:21]([C:18]4[CH:19]=[C:20]5[C:15](=[C:16]([C:33]([NH2:35])=[O:34])[CH:17]=4)[NH:14][CH:13]=[C:12]5[CH:9]4[CH2:10][CH2:11][N:6]([S:3]([CH2:1][CH3:2])(=[O:5])=[O:4])[CH2:7][CH2:8]4)[CH:22]=3)[CH2:26]2)[CH2:37][CH2:36]1. (7) Given the reactants [S:1]1[C:5]2[CH:6]=[CH:7][CH:8]=[CH:9][C:4]=2[N:3]=[C:2]1[C:10]1[C:11]2[CH2:19][CH2:18][C:17]([CH3:21])([CH3:20])[CH2:16][C:12]=2[S:13][C:14]=1[NH2:15].[C:22](OC(=O)C)(=[O:24])[CH3:23], predict the reaction product. The product is: [S:1]1[C:5]2[CH:6]=[CH:7][CH:8]=[CH:9][C:4]=2[N:3]=[C:2]1[C:10]1[C:11]2[CH2:19][CH2:18][C:17]([CH3:21])([CH3:20])[CH2:16][C:12]=2[S:13][C:14]=1[NH:15][C:22](=[O:24])[CH3:23]. (8) Given the reactants [NH2:1][CH2:2][C@H:3]1[N:8]([C:9]([C:11]2[N:12]=[C:13]([CH3:23])[S:14][C:15]=2[C:16]2[CH:17]=[C:18]([CH3:22])[CH:19]=[CH:20][CH:21]=2)=[O:10])[CH2:7][C@H:6]2[C@@H:4]1[CH2:5]2.[CH3:24][N:25]1[C:30]2=[C:31]([C:35](O)=[O:36])[CH:32]=[CH:33][CH:34]=[C:29]2[O:28][CH2:27][CH2:26]1, predict the reaction product. The product is: [CH3:23][C:13]1[S:14][C:15]([C:16]2[CH:17]=[C:18]([CH3:22])[CH:19]=[CH:20][CH:21]=2)=[C:11]([C:9]([N:8]2[CH2:7][C@H:6]3[C@H:4]([CH2:5]3)[C@H:3]2[CH2:2][NH:1][C:35]([C:31]2[CH:32]=[CH:33][CH:34]=[C:29]3[O:28][CH2:27][CH2:26][N:25]([CH3:24])[C:30]=23)=[O:36])=[O:10])[N:12]=1. (9) Given the reactants [CH3:1][N:2]1[CH:7]=[C:6](B2OC(C)(C)C(C)(C)O2)[CH:5]=[C:4]([NH:17][C:18]2[CH:23]=[CH:22][N:21]=[CH:20][N:19]=2)[C:3]1=[O:24].[C:25]([O:28][CH2:29][C:30]1[C:35]([N:36]2[CH2:47][CH2:46][N:45]3[C:38](=[CH:39][C:40]4[CH2:41][C:42]([CH3:49])([CH3:48])[CH2:43][C:44]=43)[C:37]2=[O:50])=[CH:34][CH:33]=[CH:32][C:31]=1Br)(=[O:27])[CH3:26].COCCOC.C(=O)([O-])[O-].[Na+].[Na+], predict the reaction product. The product is: [C:25]([O:28][CH2:29][C:30]1[C:31]([C:6]2[CH:5]=[C:4]([NH:17][C:18]3[CH:23]=[CH:22][N:21]=[CH:20][N:19]=3)[C:3](=[O:24])[N:2]([CH3:1])[CH:7]=2)=[CH:32][CH:33]=[CH:34][C:35]=1[N:36]1[CH2:47][CH2:46][N:45]2[C:38](=[CH:39][C:40]3[CH2:41][C:42]([CH3:49])([CH3:48])[CH2:43][C:44]=32)[C:37]1=[O:50])(=[O:27])[CH3:26]. (10) Given the reactants [F:1][C:2]([F:27])([F:26])[O:3][C:4]1[CH:9]=[CH:8][C:7]([NH:10][C:11]2[N:16]=[CH:15][N:14]=[C:13]([C:17]3[CH:25]=[CH:24][C:20]([C:21]([OH:23])=O)=[CH:19][CH:18]=3)[N:12]=2)=[CH:6][CH:5]=1.[CH3:28][N:29]([CH3:33])[CH2:30][CH2:31][NH2:32].CN(C(ON1N=NC2C=CC=NC1=2)=[N+](C)C)C.F[P-](F)(F)(F)(F)F.CCN(C(C)C)C(C)C, predict the reaction product. The product is: [CH3:28][N:29]([CH3:33])[CH2:30][CH2:31][NH:32][C:21](=[O:23])[C:20]1[CH:19]=[CH:18][C:17]([C:13]2[N:12]=[C:11]([NH:10][C:7]3[CH:8]=[CH:9][C:4]([O:3][C:2]([F:27])([F:1])[F:26])=[CH:5][CH:6]=3)[N:16]=[CH:15][N:14]=2)=[CH:25][CH:24]=1.